Dataset: Catalyst prediction with 721,799 reactions and 888 catalyst types from USPTO. Task: Predict which catalyst facilitates the given reaction. Reactant: Cl.[CH2:2]1[C@H:6]2[CH2:7][CH:8]([CH2:10][OH:11])[CH2:9][C@H:5]2[CH2:4][NH:3]1.C(=O)([O-])[O-].[K+].[K+].Br[CH2:19][C:20]1[CH:25]=[CH:24][C:23]([C:26]([F:29])([F:28])[F:27])=[CH:22][C:21]=1[C:30]([F:33])([F:32])[F:31].O. Product: [F:31][C:30]([F:32])([F:33])[C:21]1[CH:22]=[C:23]([C:26]([F:29])([F:27])[F:28])[CH:24]=[CH:25][C:20]=1[CH2:19][N:3]1[CH2:4][C@@H:5]2[CH2:9][CH:8]([CH2:10][OH:11])[CH2:7][C@@H:6]2[CH2:2]1. The catalyst class is: 3.